This data is from Peptide-MHC class I binding affinity with 185,985 pairs from IEDB/IMGT. The task is: Regression. Given a peptide amino acid sequence and an MHC pseudo amino acid sequence, predict their binding affinity value. This is MHC class I binding data. (1) The peptide sequence is NETTQALQL. The MHC is HLA-A68:02 with pseudo-sequence HLA-A68:02. The binding affinity (normalized) is 0.0847. (2) The MHC is H-2-Db with pseudo-sequence H-2-Db. The binding affinity (normalized) is 0.216. The peptide sequence is FQVQNGQFI. (3) The peptide sequence is QVPLRPMTFK. The MHC is HLA-B58:01 with pseudo-sequence HLA-B58:01. The binding affinity (normalized) is 0. (4) The peptide sequence is KAIKILIGF. The MHC is HLA-B58:01 with pseudo-sequence HLA-B58:01. The binding affinity (normalized) is 0.812. (5) The peptide sequence is VLLVSLGAI. The MHC is HLA-A02:01 with pseudo-sequence HLA-A02:01. The binding affinity (normalized) is 0.476. (6) The peptide sequence is MIRILIGFLV. The MHC is HLA-A68:02 with pseudo-sequence HLA-A68:02. The binding affinity (normalized) is 0.474. (7) The peptide sequence is VTLITGNMSF. The MHC is Mamu-A02 with pseudo-sequence Mamu-A02. The binding affinity (normalized) is 0.758. (8) The peptide sequence is LPSIVREAL. The MHC is HLA-B35:01 with pseudo-sequence HLA-B35:01. The binding affinity (normalized) is 0.592.